From a dataset of Full USPTO retrosynthesis dataset with 1.9M reactions from patents (1976-2016). Predict the reactants needed to synthesize the given product. Given the product [C:18]([NH:1][CH:2]1[CH2:3][CH2:4][O:7][C:6]1=[O:8])(=[O:20])[CH3:19], predict the reactants needed to synthesize it. The reactants are: [NH2:1][C@H:2]([C:6]([OH:8])=[O:7])[CH2:3][CH2:4]O.CN(C1C=CC=CN=1)C.[C:18](OC(=O)C)(=[O:20])[CH3:19].